Task: Predict the reactants needed to synthesize the given product.. Dataset: Full USPTO retrosynthesis dataset with 1.9M reactions from patents (1976-2016) (1) Given the product [NH2:1][C:2]1[C:3]([C:8]([O:10][CH3:11])=[O:9])=[N:4][C:5]([Br:19])=[CH:6][N:7]=1, predict the reactants needed to synthesize it. The reactants are: [NH2:1][C:2]1[C:3]([C:8]([O:10][CH3:11])=[O:9])=[N:4][CH:5]=[CH:6][N:7]=1.C1C(=O)N([Br:19])C(=O)C1. (2) Given the product [CH3:12][C:6]1[CH:7]=[C:8]([OH:11])[CH:9]=[CH:10][C:5]=1[C:3]1[N:13]=[CH:16][O:18][CH:2]=1, predict the reactants needed to synthesize it. The reactants are: Br[CH2:2][C:3]([C:5]1[CH:10]=[CH:9][C:8]([OH:11])=[CH:7][C:6]=1[CH3:12])=O.[NH4+:13].[OH-].[Na+].[CH:16]([OH:18])=O. (3) Given the product [Cl:16][C:13]1[CH:14]=[CH:15][C:10]([CH:9]2[CH2:8][N:7]([CH3:17])[C:6](=[O:18])[C:5]3[S:19][C:2]([C:23]4[CH:24]=[CH:25][N:20]=[CH:21][CH:22]=4)=[CH:3][C:4]2=3)=[CH:11][CH:12]=1, predict the reactants needed to synthesize it. The reactants are: Br[C:2]1[S:19][C:5]2[C:6](=[O:18])[N:7]([CH3:17])[CH2:8][CH:9]([C:10]3[CH:15]=[CH:14][C:13]([Cl:16])=[CH:12][CH:11]=3)[C:4]=2[CH:3]=1.[N:20]1[CH:25]=[CH:24][C:23](B(O)O)=[CH:22][CH:21]=1.C(=O)([O-])[O-].[Cs+].[Cs+]. (4) Given the product [N+:7]([C:10]1[CH:15]=[CH:14][C:13]([N:21]([CH2:20][CH2:19][O:18][CH3:17])[C:27](=[O:28])[O:26][C:22]([CH3:25])([CH3:24])[CH3:23])=[CH:12][N:11]=1)([O-:9])=[O:8], predict the reactants needed to synthesize it. The reactants are: C([O-])([O-])=O.[Cs+].[Cs+].[N+:7]([C:10]1[CH:15]=[CH:14][C:13](Br)=[CH:12][N:11]=1)([O-:9])=[O:8].[CH3:17][O:18][CH2:19][CH2:20][NH2:21].[C:22]([O:26][C:27](O[C:27]([O:26][C:22]([CH3:25])([CH3:24])[CH3:23])=[O:28])=[O:28])([CH3:25])([CH3:24])[CH3:23]. (5) Given the product [CH:1]1[C:10]2[C:5](=[C:6]([NH:11][C:13](=[S:14])[NH:12][C:15]3[CH:16]=[C:17]([CH:21]=[CH:22][C:23]=3[O:24][C:25]([F:26])([F:27])[F:28])[C:18]([NH2:20])=[O:19])[CH:7]=[CH:8][CH:9]=2)[CH:4]=[CH:3][N:2]=1, predict the reactants needed to synthesize it. The reactants are: [CH:1]1[C:10]2[C:5](=[C:6]([NH2:11])[CH:7]=[CH:8][CH:9]=2)[CH:4]=[CH:3][N:2]=1.[N:12]([C:15]1[CH:16]=[C:17]([CH:21]=[CH:22][C:23]=1[O:24][C:25]([F:28])([F:27])[F:26])[C:18]([NH2:20])=[O:19])=[C:13]=[S:14].CS(C1C=CC(OC)=C(NC(NC2C=CC=C3C=2C=NN3C)=S)C=1)(=O)=O.